Dataset: Full USPTO retrosynthesis dataset with 1.9M reactions from patents (1976-2016). Task: Predict the reactants needed to synthesize the given product. Given the product [NH2:17][C:16]1[C:11]2[C:10]([C:18]3[CH:23]=[C:22]([O:24][CH2:25][CH:26]4[CH2:30][CH2:29][CH2:28][O:27]4)[CH:21]=[CH:20][C:19]=3[F:31])=[CH:9][N:8]([C@@H:5]3[CH2:6][CH2:7][C@H:2]([NH:1][C:32](=[O:34])[CH3:33])[CH2:3][CH2:4]3)[C:12]=2[N:13]=[CH:14][N:15]=1, predict the reactants needed to synthesize it. The reactants are: [NH2:1][C@@H:2]1[CH2:7][CH2:6][C@H:5]([N:8]2[C:12]3[N:13]=[CH:14][N:15]=[C:16]([NH2:17])[C:11]=3[C:10]([C:18]3[CH:23]=[C:22]([O:24][CH2:25][CH:26]4[CH2:30][CH2:29][CH2:28][O:27]4)[CH:21]=[CH:20][C:19]=3[F:31])=[CH:9]2)[CH2:4][CH2:3]1.[C:32](O)(=[O:34])[CH3:33].CN(C(ON1N=NC2C=CC=NC1=2)=[N+](C)C)C.F[P-](F)(F)(F)(F)F.CCN(C(C)C)C(C)C.